The task is: Predict the reactants needed to synthesize the given product.. This data is from Full USPTO retrosynthesis dataset with 1.9M reactions from patents (1976-2016). (1) Given the product [CH2:30]([O:29][C:27]([C:26]1[N:7]=[C:6]([C:5]2[CH:17]=[CH:18][C:2]([Br:1])=[CH:3][CH:4]=2)[N:8]([CH2:9][C:10]2[CH:15]=[CH:14][CH:13]=[CH:12][C:11]=2[Cl:16])[CH:25]=1)=[O:28])[CH3:31], predict the reactants needed to synthesize it. The reactants are: [Br:1][C:2]1[CH:18]=[CH:17][C:5]([C:6]([NH:8][CH2:9][C:10]2[CH:15]=[CH:14][CH:13]=[CH:12][C:11]=2[Cl:16])=[NH:7])=[CH:4][CH:3]=1.C(=O)(O)[O-].[Na+].Br[CH2:25][C:26](=O)[C:27]([O:29][CH2:30][CH3:31])=[O:28]. (2) Given the product [F:1][C:2]1[CH:3]=[C:4]2[N:10]([C:11]3[N:16]=[C:15]([NH2:17])[C:14]([NH2:18])=[C:13]([NH2:21])[N:12]=3)[N:9]=[C:8]([CH2:22][C:23]3[CH:28]=[CH:27][CH:26]=[CH:25][C:24]=3[F:29])[C:5]2=[N:6][CH:7]=1, predict the reactants needed to synthesize it. The reactants are: [F:1][C:2]1[CH:3]=[C:4]2[N:10]([C:11]3[N:16]=[C:15]([NH2:17])[C:14]([N+:18]([O-])=O)=[C:13]([NH2:21])[N:12]=3)[N:9]=[C:8]([CH2:22][C:23]3[CH:28]=[CH:27][CH:26]=[CH:25][C:24]=3[F:29])[C:5]2=[N:6][CH:7]=1.[H][H]. (3) Given the product [CH:1]1([C:4]2[O:5][C:6]([C:9]3[CH:10]=[C:11]4[C:15](=[CH:16][CH:17]=3)[N:14]([S:18]([C:21]3[CH:22]=[CH:23][C:24]([CH3:25])=[CH:26][CH:27]=3)(=[O:19])=[O:20])[CH:13]=[C:12]4[C:38]3[N:43]=[C:42]([CH:44]4[CH2:46][CH2:45]4)[CH:41]=[CH:40][N:39]=3)=[N:7][N:8]=2)[CH2:2][CH2:3]1, predict the reactants needed to synthesize it. The reactants are: [CH:1]1([C:4]2[O:5][C:6]([C:9]3[CH:10]=[C:11]4[C:15](=[CH:16][CH:17]=3)[N:14]([S:18]([C:21]3[CH:27]=[CH:26][C:24]([CH3:25])=[CH:23][CH:22]=3)(=[O:20])=[O:19])[CH:13]=[C:12]4B3OC(C)(C)C(C)(C)O3)=[N:7][N:8]=2)[CH2:3][CH2:2]1.Br[C:38]1[N:43]=[C:42]([CH:44]2[CH2:46][CH2:45]2)[CH:41]=[CH:40][N:39]=1.P([O-])([O-])([O-])=O.[K+].[K+].[K+].C1(P(C2CCCCC2)C2C=CC=CC=2C2C(C(C)C)=CC(C(C)C)=CC=2C(C)C)CCCCC1. (4) Given the product [F:1][C:2]1[CH:3]=[C:4]([O:22][C:17]2[CH:18]=[CH:19][CH:20]=[C:15]([F:14])[CH:16]=2)[CH:5]=[CH:6][C:7]=1[B:11]([OH:13])[OH:12], predict the reactants needed to synthesize it. The reactants are: [F:1][C:2]1[CH:3]=[C:4](B(O)O)[CH:5]=[CH:6][CH:7]=1.[BH:11]([OH:13])[OH:12].[F:14][C:15]1[CH:16]=[C:17]([OH:22])[CH:18]=[CH:19][C:20]=1Br. (5) Given the product [NH2:1][C:2]1[C:3]([C:9]([O:11][CH3:12])=[O:10])=[N:4][C:5]([C:16]2[CH:15]=[C:14]([Br:13])[CH:19]=[CH:18][C:17]=2[F:23])=[CH:6][N:7]=1, predict the reactants needed to synthesize it. The reactants are: [NH2:1][C:2]1[C:3]([C:9]([O:11][CH3:12])=[O:10])=[N:4][C:5](Br)=[CH:6][N:7]=1.[Br:13][C:14]1[CH:15]=[CH:16][C:17]([F:23])=[C:18](B(O)O)[CH:19]=1.